From a dataset of Reaction yield outcomes from USPTO patents with 853,638 reactions. Predict the reaction yield, written as a fraction of the theoretical maximum amount of product (1.0 means a 100% yield; for example, 0.34 means a 34% yield). (1) The product is [Cl:38][C:14]([Cl:13])([Cl:37])[CH2:15][O:16][C:17](=[O:36])[C:18]1[CH:23]=[CH:22][CH:21]=[CH:20][C:19]=1[CH2:24][S:25][C:26]1[CH:31]=[CH:30][CH:29]=[C:28]([CH2:32][C:33]([O:10][CH2:9][C:6]2[CH:5]=[CH:4][C:3]([C:2]([F:11])([F:12])[F:1])=[CH:8][CH:7]=2)=[O:34])[CH:27]=1. The reactants are [F:1][C:2]([F:12])([F:11])[C:3]1[CH:8]=[CH:7][C:6]([CH2:9][OH:10])=[CH:5][CH:4]=1.[Cl:13][C:14]([Cl:38])([Cl:37])[CH2:15][O:16][C:17](=[O:36])[C:18]1[CH:23]=[CH:22][CH:21]=[CH:20][C:19]=1[CH2:24][S:25][C:26]1[CH:31]=[CH:30][CH:29]=[C:28]([CH2:32][C:33](O)=[O:34])[CH:27]=1. The yield is 0.640. The catalyst is CN(C1C=CN=CC=1)C.C(Cl)Cl. (2) The reactants are [NH2:1][C:2]1[S:3][C:4]([Br:12])=[C:5]([C:7]2[O:8][CH:9]=[CH:10][CH:11]=2)[N:6]=1.[C:13](Cl)(=[O:20])[C:14]1[CH:19]=[CH:18][CH:17]=[CH:16][CH:15]=1.O. The catalyst is N1C=CC=CC=1.CN(C)C1C=CN=CC=1. The product is [Br:12][C:4]1[S:3][C:2]([NH:1][C:13](=[O:20])[C:14]2[CH:19]=[CH:18][CH:17]=[CH:16][CH:15]=2)=[N:6][C:5]=1[C:7]1[O:8][CH:9]=[CH:10][CH:11]=1. The yield is 0.840.